From a dataset of Catalyst prediction with 721,799 reactions and 888 catalyst types from USPTO. Predict which catalyst facilitates the given reaction. (1) Reactant: [CH:1]1([NH:4][C:5]2[C:10]([C:11]([NH2:13])=[O:12])=[CH:9][N:8]=[C:7]([NH:14][C:15]3[CH:20]=[CH:19][C:18]([CH:21]4[CH2:26][CH2:25][NH:24][CH2:23][CH2:22]4)=[CH:17][CH:16]=3)[N:6]=2)[CH2:3][CH2:2]1.CCN(C(C)C)C(C)C.Br[CH2:37][CH2:38][F:39].C(O)(C(F)(F)F)=O. Product: [CH:1]1([NH:4][C:5]2[C:10]([C:11]([NH2:13])=[O:12])=[CH:9][N:8]=[C:7]([NH:14][C:15]3[CH:20]=[CH:19][C:18]([CH:21]4[CH2:26][CH2:25][N:24]([CH2:37][CH2:38][F:39])[CH2:23][CH2:22]4)=[CH:17][CH:16]=3)[N:6]=2)[CH2:3][CH2:2]1. The catalyst class is: 179. (2) Reactant: [NH:1]1[CH2:6][CH2:5][CH:4]([N:7]2[C:15]3[C:10](=[CH:11][CH:12]=[C:13]([C:16]([NH2:18])=[O:17])[CH:14]=3)[CH:9]=[CH:8]2)[CH2:3][CH2:2]1.[CH3:19][O:20][C:21]1[CH:26]=[CH:25][CH:24]=[C:23]([C:27]2[CH:32]=[CH:31][CH:30]=[CH:29][C:28]=2[CH3:33])[C:22]=1[CH2:34][CH:35]=O.C(O[BH-](OC(=O)C)OC(=O)C)(=O)C.[Na+].[OH-].[Na+]. Product: [CH3:19][O:20][C:21]1[CH:26]=[CH:25][CH:24]=[C:23]([C:27]2[CH:32]=[CH:31][CH:30]=[CH:29][C:28]=2[CH3:33])[C:22]=1[CH2:34][CH2:35][N:1]1[CH2:2][CH2:3][CH:4]([N:7]2[C:15]3[C:10](=[CH:11][CH:12]=[C:13]([C:16]([NH2:18])=[O:17])[CH:14]=3)[CH:9]=[CH:8]2)[CH2:5][CH2:6]1. The catalyst class is: 411.